Dataset: Catalyst prediction with 721,799 reactions and 888 catalyst types from USPTO. Task: Predict which catalyst facilitates the given reaction. Reactant: Cl[C:2]1[CH:18]=[N:17][C:5]2[S:6][CH2:7][CH2:8][N:9]([C:10]([O:12][C:13]([CH3:16])([CH3:15])[CH3:14])=[O:11])[C:4]=2[CH:3]=1.CC(C1C=C(C(C)C)C(C2C=CC=CC=2P(C2CCCCC2)C2CCCCC2)=C(C(C)C)C=1)C.CC(C)([O-])C.[Na+].[NH:59]1[CH2:64][CH2:63][O:62][CH2:61][CH2:60]1. Product: [O:62]1[CH2:63][CH2:64][N:59]([C:2]2[CH:18]=[N:17][C:5]3[S:6][CH2:7][CH2:8][N:9]([C:10]([O:12][C:13]([CH3:16])([CH3:15])[CH3:14])=[O:11])[C:4]=3[CH:3]=2)[CH2:60][CH2:61]1. The catalyst class is: 101.